This data is from Peptide-MHC class II binding affinity with 134,281 pairs from IEDB. The task is: Regression. Given a peptide amino acid sequence and an MHC pseudo amino acid sequence, predict their binding affinity value. This is MHC class II binding data. (1) The peptide sequence is GELQIVDKIDPAFKI. The MHC is DRB4_0101 with pseudo-sequence DRB4_0103. The binding affinity (normalized) is 0.718. (2) The peptide sequence is EKKYFAATQYEPLAA. The MHC is DRB1_1001 with pseudo-sequence DRB1_1001. The binding affinity (normalized) is 1.00.